Predict the reactants needed to synthesize the given product. From a dataset of Full USPTO retrosynthesis dataset with 1.9M reactions from patents (1976-2016). (1) Given the product [Cl:1][C:2]1[C:3]([F:17])=[C:4]([C:5]([F:8])=[CH:6][CH:7]=1)[NH2:9], predict the reactants needed to synthesize it. The reactants are: [Cl:1][C:2]1[C:3]([F:17])=[C:4]([NH:9]C(=O)OC(C)(C)C)[C:5]([F:8])=[CH:6][CH:7]=1.Cl. (2) The reactants are: [F:1][C:2]1[CH:7]=[CH:6][C:5]([N:8]2[C:16]3[CH:15]=[C:14]4[CH2:17][CH2:18][C@H:19]5[C:24]([C@@:13]4([CH3:34])[CH2:12][C:11]=3[CH:10]=[N:9]2)=[CH:23][CH2:22][C@@H:21]([C:25]([F:28])([F:27])[F:26])[C@@H:20]5[C:29](OCC)=[O:30])=[CH:4][CH:3]=1.[H-].C([Al+]CC(C)C)C(C)C. Given the product [F:1][C:2]1[CH:7]=[CH:6][C:5]([N:8]2[C:16]3[CH:15]=[C:14]4[CH2:17][CH2:18][C@H:19]5[C:24]([C@@:13]4([CH3:34])[CH2:12][C:11]=3[CH:10]=[N:9]2)=[CH:23][CH2:22][C@@H:21]([C:25]([F:26])([F:28])[F:27])[C@@H:20]5[CH:29]=[O:30])=[CH:4][CH:3]=1.[F:1][C:2]1[CH:7]=[CH:6][C:5]([N:8]2[C:16]3[CH:15]=[C:14]4[CH2:17][CH2:18][C@H:19]5[C:24]([C@@:13]4([CH3:34])[CH2:12][C:11]=3[CH:10]=[N:9]2)=[CH:23][CH2:22][C@@H:21]([C:25]([F:26])([F:28])[F:27])[C@@H:20]5[CH2:29][OH:30])=[CH:4][CH:3]=1, predict the reactants needed to synthesize it. (3) Given the product [Cl:1][C:2]1[CH:7]=[CH:6][C:5]([C:8]([NH:10][CH2:11][C:12]2[S:16][C:15]([S:17]([N:23]3[CH2:28][CH2:27][C:26](=[O:29])[CH2:25][CH2:24]3)(=[O:19])=[O:18])=[CH:14][CH:13]=2)=[O:9])=[CH:4][CH:3]=1, predict the reactants needed to synthesize it. The reactants are: [Cl:1][C:2]1[CH:7]=[CH:6][C:5]([C:8]([NH:10][CH2:11][C:12]2[S:16][C:15]([S:17](Cl)(=[O:19])=[O:18])=[CH:14][CH:13]=2)=[O:9])=[CH:4][CH:3]=1.O.Cl.[NH:23]1[CH2:28][CH2:27][C:26](=[O:29])[CH2:25][CH2:24]1. (4) The reactants are: [F:1][C:2]1[CH:3]=[CH:4][C:5]([O:21][CH:22]2[CH2:26][CH2:25][O:24][CH2:23]2)=[C:6]([C@H:8]2[CH2:12][CH:11]([OH:13])[CH2:10][N:9]2[C:14]([O:16][C:17]([CH3:20])([CH3:19])[CH3:18])=[O:15])[CH:7]=1.ClN1C(=O)N(Cl)C(=O)N(Cl)C1=O.C([O-])(O)=O.[Na+]. Given the product [C:17]([O:16][C:14]([N:9]1[CH2:10][C:11](=[O:13])[CH2:12][C@@H:8]1[C:6]1[CH:7]=[C:2]([F:1])[CH:3]=[CH:4][C:5]=1[O:21][CH:22]1[CH2:26][CH2:25][O:24][CH2:23]1)=[O:15])([CH3:20])([CH3:18])[CH3:19], predict the reactants needed to synthesize it.